From a dataset of Full USPTO retrosynthesis dataset with 1.9M reactions from patents (1976-2016). Predict the reactants needed to synthesize the given product. (1) Given the product [N:11]1([CH2:14][C:15]2[CH:20]=[CH:19][C:18]([C@@H:21]3[O:30][C:25]4=[N:26][CH:27]=[CH:28][CH:29]=[C:24]4[O:23][CH2:22]3)=[CH:17][CH:16]=2)[CH2:12][CH2:13][NH:8][CH2:9][CH2:10]1, predict the reactants needed to synthesize it. The reactants are: C(OC([N:8]1[CH2:13][CH2:12][N:11]([CH2:14][C:15]2[CH:20]=[CH:19][C:18]([C@@H:21]3[O:30][C:25]4=[N:26][CH:27]=[CH:28][CH:29]=[C:24]4[O:23][CH2:22]3)=[CH:17][CH:16]=2)[CH2:10][CH2:9]1)=O)(C)(C)C.Cl.O.C([O-])([O-])=O.[Na+].[Na+]. (2) Given the product [C:1]12([CH2:11][NH:12][C:30](=[O:32])[C:29]3[CH:28]=[CH:27][CH:26]=[CH:25][C:24]=3[S:23][S:22][C:16]3[CH:15]=[CH:14][CH:13]=[CH:18][C:17]=3[C:19]([NH:12][CH2:11][C:1]34[CH2:10][CH:5]5[CH2:4][CH:3]([CH2:9][CH:7]([CH2:6]5)[CH2:8]3)[CH2:2]4)=[O:21])[CH2:8][CH:7]3[CH2:6][CH:5]([CH2:4][CH:3]([CH2:9]3)[CH2:2]1)[CH2:10]2, predict the reactants needed to synthesize it. The reactants are: [C:1]12([CH2:11][NH2:12])[CH2:10][CH:5]3[CH2:6][CH:7]([CH2:9][CH:3]([CH2:4]3)[CH2:2]1)[CH2:8]2.[CH:13]1[CH:18]=[C:17]([C:19]([OH:21])=O)[C:16]([S:22][S:23][C:24]2[C:29]([C:30]([OH:32])=O)=[CH:28][CH:27]=[CH:26][CH:25]=2)=[CH:15][CH:14]=1. (3) Given the product [CH2:33]([NH:40][C:2]1[N:7]2[N:8]=[CH:9][C:10]([C:11]([O:13][CH2:14][CH3:15])=[O:12])=[C:6]2[N:5]=[CH:4][C:3]=1[C:16]([N:18]1[CH2:23][CH2:22][C:21]2([C:31]3[C:26](=[CH:27][CH:28]=[CH:29][CH:30]=3)[C:25](=[O:32])[O:24]2)[CH2:20][CH2:19]1)=[O:17])[C:34]1[CH:39]=[CH:38][CH:37]=[CH:36][CH:35]=1, predict the reactants needed to synthesize it. The reactants are: Cl[C:2]1[N:7]2[N:8]=[CH:9][C:10]([C:11]([O:13][CH2:14][CH3:15])=[O:12])=[C:6]2[N:5]=[CH:4][C:3]=1[C:16]([N:18]1[CH2:23][CH2:22][C:21]2([C:31]3[C:26](=[CH:27][CH:28]=[CH:29][CH:30]=3)[C:25](=[O:32])[O:24]2)[CH2:20][CH2:19]1)=[O:17].[CH2:33]([NH2:40])[C:34]1[CH:39]=[CH:38][CH:37]=[CH:36][CH:35]=1. (4) Given the product [NH2:1][C:2]1[N:3]=[CH:4][C:5]([B:26]([OH:27])[OH:30])=[CH:6][C:7]=1[C:8]1[CH:13]=[CH:12][C:11]([NH:14][C:15]([NH:17][C:18]2[CH:23]=[C:22]([CH3:24])[CH:21]=[CH:20][C:19]=2[F:25])=[O:16])=[CH:10][CH:9]=1, predict the reactants needed to synthesize it. The reactants are: [NH2:1][C:2]1[C:7]([C:8]2[CH:13]=[CH:12][C:11]([NH:14][C:15]([NH:17][C:18]3[CH:23]=[C:22]([CH3:24])[CH:21]=[CH:20][C:19]=3[F:25])=[O:16])=[CH:10][CH:9]=2)=[CH:6][C:5]([B:26]2[O:30]C(C)(C)C(C)(C)[O:27]2)=[CH:4][N:3]=1.Cl.C(=O)(O)[O-].[Na+]. (5) Given the product [Cl:13][C:5]1[C:4]2[C:9](=[CH:10][CH:11]=[C:2]([NH:21][C:19](=[O:20])[C:18]3[CH:22]=[CH:23][CH:24]=[C:16]([O:15][CH3:14])[CH:17]=3)[CH:3]=2)[C:8](=[O:12])[NH:7][N:6]=1, predict the reactants needed to synthesize it. The reactants are: Br[C:2]1[CH:3]=[C:4]2[C:9](=[CH:10][CH:11]=1)[C:8](=[O:12])[NH:7][N:6]=[C:5]2[Cl:13].[CH3:14][O:15][C:16]1[CH:17]=[C:18]([CH:22]=[CH:23][CH:24]=1)[C:19]([NH2:21])=[O:20].CC1(C)C2C(=C(P(C3C=CC=CC=3)C3C=CC=CC=3)C=CC=2)OC2C(P(C3C=CC=CC=3)C3C=CC=CC=3)=CC=CC1=2.C([O-])([O-])=O.[Cs+].[Cs+]. (6) Given the product [Br:1][C:2]1[C:3]2[N:11]([CH2:12][CH3:13])[C:10]([C:14]3[C:17]([NH2:21])=[N:18][O:16][N:15]=3)=[N:9][C:4]=2[C:5]([Cl:8])=[N:6][CH:7]=1, predict the reactants needed to synthesize it. The reactants are: [Br:1][C:2]1[C:3]2[N:11]([CH2:12][CH3:13])[C:10]([C:14]([C:17]#[N:18])=[N:15][OH:16])=[N:9][C:4]=2[C:5]([Cl:8])=[N:6][CH:7]=1.C([N:21](CC)CC)C.NO. (7) Given the product [OH:16][CH:13]([CH3:12])[C:14]#[C:15][C:2]1[CH:11]=[CH:10][CH:9]=[CH:8][C:3]=1[C:4]([O:6][CH3:7])=[O:5], predict the reactants needed to synthesize it. The reactants are: I[C:2]1[CH:11]=[CH:10][CH:9]=[CH:8][C:3]=1[C:4]([O:6][CH3:7])=[O:5].[CH3:12][CH:13]([OH:16])[C:14]#[CH:15]. (8) The reactants are: [CH3:1][P:2]([O:6][CH3:7])([O:4][CH3:5])=[O:3].[Li]CCCC.[CH:13]1([C:19](OCC)=[O:20])[CH2:18][CH2:17][CH2:16][CH2:15][CH2:14]1. Given the product [CH:13]1([C:19](=[O:20])[CH2:1][P:2](=[O:3])([O:6][CH3:7])[O:4][CH3:5])[CH2:18][CH2:17][CH2:16][CH2:15][CH2:14]1, predict the reactants needed to synthesize it. (9) Given the product [C:13]([N:1]1[C:9]2[C:4](=[CH:5][CH:6]=[CH:7][CH:8]=2)[C:3]([C:10]([OH:12])=[O:11])=[CH:2]1)(=[O:15])[CH3:14], predict the reactants needed to synthesize it. The reactants are: [NH:1]1[C:9]2[C:4](=[CH:5][CH:6]=[CH:7][CH:8]=2)[C:3]([C:10]([OH:12])=[O:11])=[CH:2]1.[C:13]([O-])(=[O:15])[CH3:14].[Na+].